From a dataset of Reaction yield outcomes from USPTO patents with 853,638 reactions. Predict the reaction yield, written as a fraction of the theoretical maximum amount of product (1.0 means a 100% yield; for example, 0.34 means a 34% yield). (1) The reactants are [OH:1][C:2]1[CH:3]=[C:4]([CH:8]=[CH:9][CH:10]=1)[C:5](O)=[O:6].[CH3:11][NH2:12]. No catalyst specified. The product is [OH:1][C:2]1[CH:3]=[C:4]([CH:8]=[CH:9][CH:10]=1)[C:5]([NH:12][CH3:11])=[O:6]. The yield is 0.910. (2) The reactants are [CH3:1][O:2][C:3](=[O:10])[CH2:4][CH:5]1[CH2:8][C:7](=[O:9])[CH2:6]1.[BH4-].[Na+].O. The catalyst is CO. The product is [CH3:1][O:2][C:3](=[O:10])[CH2:4][C@H:5]1[CH2:8][C@@H:7]([OH:9])[CH2:6]1. The yield is 0.800. (3) The reactants are [F:1][C:2]1[CH:3]=[C:4]([NH2:30])[CH:5]=[CH:6][C:7]=1[O:8][C:9]1[CH:14]=[CH:13][N:12]=[C:11]2[CH:15]=[C:16]([C:18]3[CH:23]=[CH:22][C:21]([CH2:24][N:25]4[CH2:29][CH2:28][CH2:27][CH2:26]4)=[CH:20][CH:19]=3)[S:17][C:10]=12.[CH3:31][O:32][C:33]1[CH:38]=[CH:37][CH:36]=[CH:35][C:34]=1[NH:39][C:40](=[O:45])[CH2:41][C:42](O)=[O:43].C1C=CC2N(O)N=NC=2C=1.C(Cl)CCl. The catalyst is CN(C=O)C. The product is [F:1][C:2]1[CH:3]=[C:4]([NH:30][C:42](=[O:43])[CH2:41][C:40]([NH:39][C:34]2[CH:35]=[CH:36][CH:37]=[CH:38][C:33]=2[O:32][CH3:31])=[O:45])[CH:5]=[CH:6][C:7]=1[O:8][C:9]1[CH:14]=[CH:13][N:12]=[C:11]2[CH:15]=[C:16]([C:18]3[CH:19]=[CH:20][C:21]([CH2:24][N:25]4[CH2:29][CH2:28][CH2:27][CH2:26]4)=[CH:22][CH:23]=3)[S:17][C:10]=12. The yield is 0.460. (4) The product is [N+:54]([C:49]1[CH:50]=[CH:51][CH:52]=[CH:53][C:48]=1[CH:47]=[CH:46][CH2:45][N:23]([CH2:22][CH2:21][C@H:20]([NH2:57])[C:18]([OH:19])=[O:17])[CH2:24][C@@H:25]1[C@@H:29]([OH:30])[C@@H:28]([OH:32])[C@H:27]([N:35]2[CH:43]=[N:42][C:41]3[C:36]2=[N:37][CH:38]=[N:39][C:40]=3[NH2:44])[O:26]1)([O-:56])=[O:55]. The reactants are CCS.B(F)(F)F.CCOCC.C([O:17][C:18]([C@@H:20]([NH:57]C(=O)OCC1C=CC=CC=1)[CH2:21][CH2:22][N:23]([CH2:45][CH:46]=[CH:47][C:48]1[CH:53]=[CH:52][CH:51]=[CH:50][C:49]=1[N+:54]([O-:56])=[O:55])[CH2:24][C@@H:25]1[C@H:29]2[O:30]C(C)(C)[O:32][C@H:28]2[C@H:27]([N:35]2[CH:43]=[N:42][C:41]3[C:36]2=[N:37][CH:38]=[N:39][C:40]=3[NH2:44])[O:26]1)=[O:19])(C)(C)C. The catalyst is ClCCl. The yield is 0.360. (5) The reactants are [CH2:1]([O:8][C:9]1[C:24]([O:25][CH3:26])=[CH:23][C:12]([C:13]([N:15]2[CH2:19][C:18](=[CH2:20])[CH2:17][C@H:16]2[CH:21]=O)=[O:14])=[C:11]([N+]([O-])=O)[CH:10]=1)[C:2]1[CH:7]=[CH:6][CH:5]=[CH:4][CH:3]=1.[O-]S(S([O-])=O)=O.[Na+].[Na+].[CH2:38]1COCC1. The catalyst is O. The product is [CH2:1]([O:8][C:9]1[C:24]([O:25][CH3:26])=[CH:23][C:12]2[C:13](=[O:14])[N:15]3[CH2:19][C:18](=[CH2:20])[CH2:17][C@H:16]3[CH:21]=[CH:38][C:11]=2[CH:10]=1)[C:2]1[CH:7]=[CH:6][CH:5]=[CH:4][CH:3]=1. The yield is 0.800. (6) The reactants are [CH3:1][O:2][C:3]1[CH:4]=[C:5]([CH:10]=[CH:11][C:12]=1[N+:13]([O-])=O)[O:6][CH2:7][CH2:8][OH:9]. The catalyst is CO.[Pd]. The product is [NH2:13][C:12]1[CH:11]=[CH:10][C:5]([O:6][CH2:7][CH2:8][OH:9])=[CH:4][C:3]=1[O:2][CH3:1]. The yield is 1.00. (7) The reactants are [CH:1]1([C:4]2[N:9]=[C:8]([C:10]([OH:12])=O)[C:7]([O:13][CH3:14])=[N:6][CH:5]=2)[CH2:3][CH2:2]1.[C:15]1([C:21]2[N:30]=[C:24]3[CH:25]=[CH:26][C:27]([NH2:29])=[CH:28][N:23]3[N:22]=2)[CH:20]=[CH:19][CH:18]=[CH:17][CH:16]=1.CCCP(=O)=O.C(OCC)(=O)C.C(N(CC)C(C)C)(C)C. The catalyst is C(#N)C.O.C1COCC1. The product is [CH:1]1([C:4]2[N:9]=[C:8]([C:10]([NH:29][C:27]3[CH:26]=[CH:25][C:24]4[N:23]([N:22]=[C:21]([C:15]5[CH:20]=[CH:19][CH:18]=[CH:17][CH:16]=5)[N:30]=4)[CH:28]=3)=[O:12])[C:7]([O:13][CH3:14])=[N:6][CH:5]=2)[CH2:2][CH2:3]1. The yield is 0.572. (8) The reactants are [Br:1][C:2]1[CH:7]=[CH:6][C:5]([OH:8])=[CH:4][C:3]=1[N+:9]([O-:11])=[O:10].[S:12]1[CH:16]=[CH:15][N:14]=[C:13]1[CH2:17]O.C1(P(C2C=CC=CC=2)C2C=CC=CC=2)C=CC=CC=1.CCOC(/N=N/C(OCC)=O)=O. The catalyst is C1(C)C=CC=CC=1. The product is [Br:1][C:2]1[CH:7]=[CH:6][C:5]([O:8][CH2:17][C:13]2[S:12][CH:16]=[CH:15][N:14]=2)=[CH:4][C:3]=1[N+:9]([O-:11])=[O:10]. The yield is 0.690. (9) The reactants are [C:1]([C:3]1[CH:11]=[C:10]([F:12])[CH:9]=[C:8]2[C:4]=1[C:5](=[O:27])[N:6]([CH:14]1[CH2:19][CH2:18][N:17](C(OC(C)(C)C)=O)[CH2:16][CH2:15]1)[CH:7]2[CH3:13])#[N:2].O1CCOCC1.[ClH:34]. No catalyst specified. The product is [ClH:34].[F:12][C:10]1[CH:11]=[C:3]([C:1]#[N:2])[C:4]2[C:5](=[O:27])[N:6]([CH:14]3[CH2:15][CH2:16][NH:17][CH2:18][CH2:19]3)[CH:7]([CH3:13])[C:8]=2[CH:9]=1. The yield is 0.950.